From a dataset of Full USPTO retrosynthesis dataset with 1.9M reactions from patents (1976-2016). Predict the reactants needed to synthesize the given product. (1) Given the product [Cl:1][C:2]1[CH:18]=[CH:17][C:5]2[CH2:6][CH2:7][N:8]([C:11](=[O:16])[C:12]([F:15])([F:14])[F:13])[CH2:9][CH2:10][C:4]=2[C:3]=1[NH:34][CH2:33][C:32]1[CH:35]=[CH:36][C:29]([C:27]#[N:28])=[CH:30][CH:31]=1, predict the reactants needed to synthesize it. The reactants are: [Cl:1][C:2]1[CH:18]=[CH:17][C:5]2[CH2:6][CH2:7][N:8]([C:11](=[O:16])[C:12]([F:15])([F:14])[F:13])[CH2:9][CH2:10][C:4]=2[C:3]=1OS(C(F)(F)F)(=O)=O.[C:27]([C:29]1[CH:36]=[CH:35][C:32]([CH2:33][NH2:34])=[CH:31][CH:30]=1)#[N:28].C1C=CC(P(C2C(C3C(P(C4C=CC=CC=4)C4C=CC=CC=4)=CC=C4C=3C=CC=C4)=C3C(C=CC=C3)=CC=2)C2C=CC=CC=2)=CC=1.C(=O)([O-])[O-].[Cs+].[Cs+]. (2) Given the product [CH2:1]([C:5]1([CH:18]2[CH2:22][CH2:21][CH2:20][CH2:19]2)[CH2:13][C:12]2[C:7](=[C:8]([Cl:16])[C:9]([Cl:15])=[C:10]([O:24][C:23]([C:31]3[CH:36]=[CH:35][C:34]([C:37]#[N:38])=[CH:33][CH:32]=3)=[O:26])[CH:11]=2)[CH2:6]1)[CH2:2][CH2:3][CH3:4], predict the reactants needed to synthesize it. The reactants are: [CH2:1]([C:5]1([CH:18]2[CH2:22][CH2:21][CH2:20][CH2:19]2)[CH2:13][C:12]2[C:7](=[C:8]([Cl:16])[C:9]([Cl:15])=[C:10](O)[CH:11]=2)[C:6]1=O)[CH2:2][CH2:3][CH3:4].[C:23](=[O:26])([O-])[O-:24].[K+].[K+].BrC[C:31]1[CH:36]=[CH:35][C:34]([C:37]#[N:38])=[CH:33][CH:32]=1. (3) Given the product [CH3:1][O:2][C:3]([CH:5]1[CH2:9][CH:8]([NH:10][CH2:18][C:19]2[CH:24]=[CH:23][CH:22]=[CH:21][CH:20]=2)[CH2:7][N:6]1[C:11]([O:13][C:14]([CH3:17])([CH3:16])[CH3:15])=[O:12])=[O:4], predict the reactants needed to synthesize it. The reactants are: [CH3:1][O:2][C:3]([CH:5]1[CH2:9][CH:8]([NH2:10])[CH2:7][N:6]1[C:11]([O:13][C:14]([CH3:17])([CH3:16])[CH3:15])=[O:12])=[O:4].[CH:18](=O)[C:19]1[CH:24]=[CH:23][CH:22]=[CH:21][CH:20]=1.[BH-](OC(C)=O)(OC(C)=O)OC(C)=O.[Na+]. (4) Given the product [Br:14][C:15]1[C:16]([F:25])=[CH:17][CH:18]=[C:19]([N+:22]([O-:24])=[O:23])[C:20]=1[NH:7][C:8]1[CH:13]=[CH:12][CH:11]=[CH:10][N:9]=1, predict the reactants needed to synthesize it. The reactants are: CC(C)([O-])C.[K+].[NH2:7][C:8]1[CH:13]=[CH:12][CH:11]=[CH:10][N:9]=1.[Br:14][C:15]1[C:20](F)=[C:19]([N+:22]([O-:24])=[O:23])[CH:18]=[CH:17][C:16]=1[F:25]. (5) Given the product [C:1]([O:5][C:6]([N:8]1[CH2:12][CH2:11][CH2:10][C@H:9]1[C:13]1[O:17][N:16]=[C:15]([CH:18]2[CH2:19][N:20]([C:29](=[O:31])[CH3:30])[CH2:21]2)[N:14]=1)=[O:7])([CH3:4])([CH3:2])[CH3:3], predict the reactants needed to synthesize it. The reactants are: [C:1]([O:5][C:6]([N:8]1[CH2:12][CH2:11][CH2:10][C@H:9]1[C:13]1[O:17][N:16]=[C:15]([CH:18]2[CH2:21][NH:20][CH2:19]2)[N:14]=1)=[O:7])([CH3:4])([CH3:3])[CH3:2].C(N(CC)CC)C.[C:29](Cl)(=[O:31])[CH3:30].